This data is from Catalyst prediction with 721,799 reactions and 888 catalyst types from USPTO. The task is: Predict which catalyst facilitates the given reaction. (1) The catalyst class is: 539. Product: [Cl:12][C:4]1[C:5]([O:10][CH3:11])=[CH:6][C:7]([O:8][CH3:9])=[C:2]([Cl:1])[C:3]=1[C:13]1[N:18]=[CH:17][C:16]2[C:19]([I:22])=[N:20][N:21]([CH:24]3[CH2:25][CH2:26][CH2:27][CH2:28][O:23]3)[C:15]=2[CH:14]=1. Reactant: [Cl:1][C:2]1[C:7]([O:8][CH3:9])=[CH:6][C:5]([O:10][CH3:11])=[C:4]([Cl:12])[C:3]=1[C:13]1[N:18]=[CH:17][C:16]2[C:19]([I:22])=[N:20][NH:21][C:15]=2[CH:14]=1.[O:23]1[CH:28]=[CH:27][CH2:26][CH2:25][CH2:24]1.CS(O)(=O)=O. (2) Reactant: C1(P(=O)(C2C=CC=CC=2)C2C=CC=CC=2)C=CC=CC=1.[I:21][C:22]1[CH:27]=[CH:26][C:25]([C:28]([C:33]2[CH:49]=[CH:48][C:36]([O:37][C:38]([C:42]3[CH:47]=[CH:46][CH:45]=[CH:44][N:43]=3)([CH3:41])[CH2:39]O)=[CH:35][CH:34]=2)([CH3:32])[CH:29]([CH3:31])[CH3:30])=[CH:24][CH:23]=1.[BH4-].[Na+]. Product: [I:21][C:22]1[CH:23]=[CH:24][C:25]([C:28]([C:33]2[CH:34]=[CH:35][C:36]([O:37][C:38]([C:42]3[CH:47]=[CH:46][CH:45]=[CH:44][N:43]=3)([CH3:39])[CH3:41])=[CH:48][CH:49]=2)([CH3:32])[CH:29]([CH3:30])[CH3:31])=[CH:26][CH:27]=1. The catalyst class is: 2. (3) Reactant: [C:1]([O:5][C@@H:6]([C:12]1[C:13]([CH3:43])=[N:14][C:15]2[N:16]([N:26]=[C:27]([C:29](=O)[NH:30][CH2:31][C:32](=O)[CH2:33][C:34]3[CH:39]=[CH:38][C:37]([F:40])=[CH:36][CH:35]=3)[CH:28]=2)[C:17]=1[C:18]1[CH2:23][CH2:22][C:21]([CH3:25])([CH3:24])[CH2:20][CH:19]=1)[C:7]([O:9][CH2:10][CH3:11])=[O:8])([CH3:4])([CH3:3])[CH3:2].COC1C=CC(P2(SP(C3C=CC(OC)=CC=3)(=S)S2)=[S:53])=CC=1. Product: [C:1]([O:5][C@@H:6]([C:12]1[C:13]([CH3:43])=[N:14][C:15]2[N:16]([N:26]=[C:27]([C:29]3[S:53][C:32]([CH2:33][C:34]4[CH:39]=[CH:38][C:37]([F:40])=[CH:36][CH:35]=4)=[CH:31][N:30]=3)[CH:28]=2)[C:17]=1[C:18]1[CH2:23][CH2:22][C:21]([CH3:25])([CH3:24])[CH2:20][CH:19]=1)[C:7]([O:9][CH2:10][CH3:11])=[O:8])([CH3:4])([CH3:3])[CH3:2]. The catalyst class is: 11. (4) Reactant: [CH3:1][C:2]([CH3:49])([CH2:45][CH2:46][CH2:47][CH3:48])[C:3]([NH:5][CH2:6][CH:7]1[O:11][C:10]([CH3:13])([CH3:12])[N:9]([C:14]([O:16][C:17]([CH3:20])([CH3:19])[CH3:18])=[O:15])[C@H:8]1[CH2:21][C@H:22]([CH:26]([C:31]1[CH:36]=[CH:35][C:34]([CH2:37][CH3:38])=[C:33]([O:39][CH2:40][CH2:41][CH2:42][O:43][CH3:44])[CH:32]=1)OC(=O)C)[CH:23]([CH3:25])[CH3:24])=[O:4]. Product: [CH3:49][C:2]([CH3:1])([CH2:45][CH2:46][CH2:47][CH3:48])[C:3]([NH:5][CH2:6][C@@H:7]1[O:11][C:10]([CH3:12])([CH3:13])[N:9]([C:14]([O:16][C:17]([CH3:18])([CH3:19])[CH3:20])=[O:15])[C@H:8]1[CH2:21][C@H:22]([CH2:26][C:31]1[CH:36]=[CH:35][C:34]([CH2:37][CH3:38])=[C:33]([O:39][CH2:40][CH2:41][CH2:42][O:43][CH3:44])[CH:32]=1)[CH:23]([CH3:25])[CH3:24])=[O:4].[CH3:49][C:2]([CH3:1])([CH2:45][CH2:46][CH2:47][CH3:48])[C:3]([NH:5][CH2:6][C@H:7]1[O:11][C:10]([CH3:12])([CH3:13])[N:9]([C:14]([O:16][C:17]([CH3:18])([CH3:19])[CH3:20])=[O:15])[C@H:8]1[CH2:21][C@H:22]([CH2:26][C:31]1[CH:36]=[CH:35][C:34]([CH2:37][CH3:38])=[C:33]([O:39][CH2:40][CH2:41][CH2:42][O:43][CH3:44])[CH:32]=1)[CH:23]([CH3:25])[CH3:24])=[O:4]. The catalyst class is: 105. (5) Reactant: [N:1]1[C:10]2[C:5](=[CH:6][C:7]([OH:11])=[CH:8][CH:9]=2)[CH:4]=[CH:3][C:2]=1O.O.N.O=P(Cl)(Cl)[Cl:17]. Product: [Cl:17][C:2]1[CH:3]=[CH:4][C:5]2[C:10](=[CH:9][CH:8]=[C:7]([OH:11])[CH:6]=2)[N:1]=1. The catalyst class is: 3. (6) Reactant: C1(P(C2CCCCC2)C2C=CC=CC=2C2C(C(C)C)=CC(C(C)C)=CC=2C(C)C)CCCCC1.[O:35]1[CH2:40][CH2:39][N:38]([C:41]2[CH:42]=[C:43]([NH2:47])[CH:44]=[N:45][CH:46]=2)[CH2:37][CH2:36]1.Cl[C:49]1[C:58]2[C:53](=[CH:54][C:55]([F:60])=[CH:56][C:57]=2[F:59])[N:52]=[C:51]([C:61]2[CH:62]=[N:63][CH:64]=[C:65]([O:67][CH3:68])[CH:66]=2)[C:50]=1[CH3:69].CC(C)([O-])C.[Na+]. Product: [F:59][C:57]1[CH:56]=[C:55]([F:60])[CH:54]=[C:53]2[C:58]=1[C:49]([NH:47][C:43]1[CH:44]=[N:45][CH:46]=[C:41]([N:38]3[CH2:39][CH2:40][O:35][CH2:36][CH2:37]3)[CH:42]=1)=[C:50]([CH3:69])[C:51]([C:61]1[CH:62]=[N:63][CH:64]=[C:65]([O:67][CH3:68])[CH:66]=1)=[N:52]2. The catalyst class is: 101. (7) Reactant: [CH2:1]([O:3][C:4]([C:6]1[NH:7][CH:8]=[C:9]([CH:11]=O)[CH:10]=1)=[O:5])[CH3:2].[NH2:13][C:14]1[CH:19]=[CH:18][CH:17]=[CH:16][CH:15]=1.C([BH3-])#N.[Na+].C([O-])([O-])=O.[K+].[K+]. Product: [CH2:1]([O:3][C:4]([C:6]1[NH:7][CH:8]=[C:9]([CH2:11][NH:13][C:14]2[CH:19]=[CH:18][CH:17]=[CH:16][CH:15]=2)[CH:10]=1)=[O:5])[CH3:2]. The catalyst class is: 404. (8) Reactant: [Br:1][C:2]1[CH:7]=[CH:6][C:5]([OH:8])=[C:4]([C:9]([CH3:12])([CH3:11])[CH3:10])[CH:3]=1.C(=O)([O-])[O-].[K+].[K+].Cl[C:20]([F:27])([F:26])C(OCC)=O. Product: [Br:1][C:2]1[CH:7]=[CH:6][C:5]([O:8][CH:20]([F:27])[F:26])=[C:4]([C:9]([CH3:12])([CH3:11])[CH3:10])[CH:3]=1. The catalyst class is: 173.